The task is: Regression. Given a peptide amino acid sequence and an MHC pseudo amino acid sequence, predict their binding affinity value. This is MHC class II binding data.. This data is from Peptide-MHC class II binding affinity with 134,281 pairs from IEDB. (1) The peptide sequence is REALAQTHSAIAVII. The MHC is HLA-DPA10301-DPB10402 with pseudo-sequence HLA-DPA10301-DPB10402. The binding affinity (normalized) is 0.680. (2) The peptide sequence is SPWSWPDLDLKPGAA. The MHC is DRB1_0301 with pseudo-sequence DRB1_0301. The binding affinity (normalized) is 0.269. (3) The peptide sequence is LSPISNMVSMANNHV. The MHC is DRB1_1602 with pseudo-sequence DRB1_1602. The binding affinity (normalized) is 0.394. (4) The peptide sequence is TLWQRPIVTIKIGGQLREAL. The MHC is DRB1_1201 with pseudo-sequence DRB1_1201. The binding affinity (normalized) is 0.319. (5) The peptide sequence is RCYSLYIAENGELTE. The MHC is DRB5_0101 with pseudo-sequence DRB5_0101. The binding affinity (normalized) is 0.361.